Dataset: CYP2D6 inhibition data for predicting drug metabolism from PubChem BioAssay. Task: Regression/Classification. Given a drug SMILES string, predict its absorption, distribution, metabolism, or excretion properties. Task type varies by dataset: regression for continuous measurements (e.g., permeability, clearance, half-life) or binary classification for categorical outcomes (e.g., BBB penetration, CYP inhibition). Dataset: cyp2d6_veith. The compound is Clc1ccc(/C=C\c2nc(Cl)c(-c3ccc(Cl)cc3)c(Cl)n2)cc1. The result is 0 (non-inhibitor).